Dataset: Reaction yield outcomes from USPTO patents with 853,638 reactions. Task: Predict the reaction yield, written as a fraction of the theoretical maximum amount of product (1.0 means a 100% yield; for example, 0.34 means a 34% yield). (1) The reactants are [CH2:1]([O:3][C:4](=[O:36])[CH2:5][CH2:6][CH2:7][O:8][C:9]1[CH:14]=[CH:13][CH:12]=[C:11]([CH2:15][CH2:16][CH2:17][CH2:18][CH2:19][CH2:20][O:21][Si](C(C)(C)C)(C)C)[C:10]=1[CH2:29][CH2:30][C:31]([O:33][CH2:34][CH3:35])=[O:32])[CH3:2]. The catalyst is C1COCC1.O. The product is [CH2:1]([O:3][C:4](=[O:36])[CH2:5][CH2:6][CH2:7][O:8][C:9]1[CH:14]=[CH:13][CH:12]=[C:11]([CH2:15][CH2:16][CH2:17][CH2:18][CH2:19][CH2:20][OH:21])[C:10]=1[CH2:29][CH2:30][C:31]([O:33][CH2:34][CH3:35])=[O:32])[CH3:2]. The yield is 0.990. (2) The reactants are [Si:1]([O:8][CH2:9][C:10]1[N:11]([C:15]2[CH:19]=[CH:18][N:17]([S:20]([C:23]3[CH:29]=[CH:28][C:26]([CH3:27])=[CH:25][CH:24]=3)(=[O:22])=[O:21])[C:16]=2[CH:30]([C:32]2[CH:37]=[CH:36][C:35]([C:38]([F:41])([F:40])[F:39])=[CH:34][C:33]=2[O:42][CH3:43])[OH:31])[CH:12]=[CH:13][CH:14]=1)([C:4]([CH3:7])([CH3:6])[CH3:5])([CH3:3])[CH3:2]. The catalyst is CS(C)=O. The product is [Si:1]([O:8][CH2:9][C:10]1[N:11]([C:15]2[CH:19]=[CH:18][N:17]([S:20]([C:23]3[CH:29]=[CH:28][C:26]([CH3:27])=[CH:25][CH:24]=3)(=[O:22])=[O:21])[C:16]=2[C:30]([C:32]2[CH:37]=[CH:36][C:35]([C:38]([F:39])([F:40])[F:41])=[CH:34][C:33]=2[O:42][CH3:43])=[O:31])[CH:12]=[CH:13][CH:14]=1)([C:4]([CH3:6])([CH3:7])[CH3:5])([CH3:2])[CH3:3]. The yield is 0.850. (3) The reactants are [CH3:1][C:2]([S:5]([NH2:7])=[O:6])([CH3:4])[CH3:3].[CH3:8][C:9]([CH3:15])([CH3:14])/[CH:10]=[CH:11]/[CH:12]=O. The catalyst is ClCCl.[O-]S([O-])(=O)=O.[Cu+2]. The product is [CH3:8][C:9]([CH3:15])([CH3:14])/[CH:10]=[CH:11]/[CH:12]=[N:7]/[S:5]([C:2]([CH3:4])([CH3:3])[CH3:1])=[O:6]. The yield is 0.580. (4) The reactants are [C:1]([C:3]1[CH:11]=[CH:10][C:6]([C:7]([OH:9])=[O:8])=[C:5]([CH3:12])[CH:4]=1)#[N:2].[OH-:13].[K+]. The catalyst is C(O)(C)(C)C.[Cl-].[Na+].O. The product is [NH2:2][C:1]([C:3]1[CH:11]=[CH:10][C:6]([C:7]([OH:9])=[O:8])=[C:5]([CH3:12])[CH:4]=1)=[O:13]. The yield is 0.490. (5) The catalyst is CC(C)[O-].CC(C)[O-].CC(C)[O-].CC(C)[O-].[Ti+4].O.CO. The yield is 0.450. The reactants are O1CCCC1.[F:6][C:7]1[C:16]2[C:11](=[CH:12][CH:13]=[CH:14][CH:15]=2)[C:10]([C:17](=O)[CH3:18])=[CH:9][CH:8]=1.[C:20]([S@:24]([NH2:26])=[O:25])([CH3:23])([CH3:22])[CH3:21].[BH4-].[Na+]. The product is [F:6][C:7]1[C:16]2[C:11](=[CH:12][CH:13]=[CH:14][CH:15]=2)[C:10]([C@H:17]([NH:26][S:24]([C:20]([CH3:23])([CH3:22])[CH3:21])=[O:25])[CH3:18])=[CH:9][CH:8]=1.